Dataset: Reaction yield outcomes from USPTO patents with 853,638 reactions. Task: Predict the reaction yield, written as a fraction of the theoretical maximum amount of product (1.0 means a 100% yield; for example, 0.34 means a 34% yield). (1) The reactants are [CH3:1][N:2]1[C:10]2[C:5](=[CH:6][CH:7]=[CH:8][CH:9]=2)[CH:4]=[C:3]1[C:11]([NH:13][CH:14]([CH2:19][S:20]C(C1C=CC=CC=1)(C1C=CC=CC=1)C1C=CC=CC=1)[C:15]([O:17][CH3:18])=[O:16])=O.S1CCN=C1. No catalyst specified. The product is [CH3:1][N:2]1[C:10]2[C:5](=[CH:6][CH:7]=[CH:8][CH:9]=2)[CH:4]=[C:3]1[C:11]1[S:20][CH2:19][CH:14]([C:15]([O:17][CH3:18])=[O:16])[N:13]=1. The yield is 0.210. (2) The reactants are [CH2:1]([O:3][C:4]([C:6]1[C:7]([CH3:20])=[N:8][N:9]([C:11]2[C:16]([CH:17]=[O:18])=[CH:15][CH:14]=[CH:13][C:12]=2[F:19])[CH:10]=1)=[O:5])[CH3:2].[BH4-].[Na+]. The catalyst is CO. The product is [F:19][C:12]1[CH:13]=[CH:14][CH:15]=[C:16]([CH2:17][OH:18])[C:11]=1[N:9]1[CH:10]=[C:6]([C:4]([O:3][CH2:1][CH3:2])=[O:5])[C:7]([CH3:20])=[N:8]1. The yield is 0.990.